From a dataset of Forward reaction prediction with 1.9M reactions from USPTO patents (1976-2016). Predict the product of the given reaction. Given the reactants [CH2:1]1[O:3][CH2:2]1.[C:4](O)(=O)C=C.C(O)(=O)C=C.OC1C=CC(C(C2C=CC(O)=CC=2)(C)C)=CC=1.[C:31]([O:36][CH2:37][CH:38]1[O:40][CH2:39]1)(=[O:35])[C:32](C)=C, predict the reaction product. The product is: [C:31]([O:36][CH2:37][CH2:38][O:40][CH2:39][CH2:1][O:3][CH2:2][CH3:4])(=[O:35])[CH3:32].